From a dataset of Full USPTO retrosynthesis dataset with 1.9M reactions from patents (1976-2016). Predict the reactants needed to synthesize the given product. (1) Given the product [CH3:1][NH:2][CH:10]1[CH2:14][CH2:13][N:12]([CH2:15][CH2:16][C:17]2[C:26]3[C:21](=[CH:22][CH:23]=[C:24]([O:27][CH3:28])[N:25]=3)[N:20]=[CH:19][CH:18]=2)[CH2:11]1, predict the reactants needed to synthesize it. The reactants are: [CH3:1][N:2]([CH:10]1[CH2:14][CH2:13][N:12]([CH2:15][CH2:16][C:17]2[C:26]3[C:21](=[CH:22][CH:23]=[C:24]([O:27][CH3:28])[N:25]=3)[N:20]=[CH:19][CH:18]=2)[CH2:11]1)C(=O)OC(C)(C)C.Cl. (2) Given the product [Cl:1][C:2]1[CH:3]=[C:4]([C:9]2[N:13]([CH3:14])[N:12]=[C:11]([C:15](=[N:17][NH:18][C:19]([C:21]3[CH:30]=[CH:29][C:24]([C:25]([OH:27])=[O:26])=[C:23]([N+:31]([O-:33])=[O:32])[CH:22]=3)=[O:20])[CH3:16])[C:10]=2[OH:34])[CH:5]=[CH:6][C:7]=1[Cl:8], predict the reactants needed to synthesize it. The reactants are: [Cl:1][C:2]1[CH:3]=[C:4]([C:9]2[N:13]([CH3:14])[N:12]=[C:11]([C:15](=[N:17][NH:18][C:19]([C:21]3[CH:30]=[CH:29][C:24]([C:25]([O:27]C)=[O:26])=[C:23]([N+:31]([O-:33])=[O:32])[CH:22]=3)=[O:20])[CH3:16])[C:10]=2[OH:34])[CH:5]=[CH:6][C:7]=1[Cl:8].[OH-].[Na+].